Dataset: NCI-60 drug combinations with 297,098 pairs across 59 cell lines. Task: Regression. Given two drug SMILES strings and cell line genomic features, predict the synergy score measuring deviation from expected non-interaction effect. (1) Drug 1: C1CC(=O)NC(=O)C1N2C(=O)C3=CC=CC=C3C2=O. Drug 2: CCC1(C2=C(COC1=O)C(=O)N3CC4=CC5=C(C=CC(=C5CN(C)C)O)N=C4C3=C2)O.Cl. Cell line: A549. Synergy scores: CSS=4.76, Synergy_ZIP=-8.42, Synergy_Bliss=-13.7, Synergy_Loewe=-13.1, Synergy_HSA=-12.5. (2) Drug 2: CC1(CCCN1)C2=NC3=C(C=CC=C3N2)C(=O)N. Cell line: HCT116. Drug 1: CN1C(=O)N2C=NC(=C2N=N1)C(=O)N. Synergy scores: CSS=10.5, Synergy_ZIP=12.7, Synergy_Bliss=12.1, Synergy_Loewe=10.9, Synergy_HSA=9.84. (3) Drug 1: CC1OCC2C(O1)C(C(C(O2)OC3C4COC(=O)C4C(C5=CC6=C(C=C35)OCO6)C7=CC(=C(C(=C7)OC)O)OC)O)O. Drug 2: CC1C(C(CC(O1)OC2CC(CC3=C2C(=C4C(=C3O)C(=O)C5=C(C4=O)C(=CC=C5)OC)O)(C(=O)C)O)N)O.Cl. Cell line: K-562. Synergy scores: CSS=60.3, Synergy_ZIP=8.32, Synergy_Bliss=7.99, Synergy_Loewe=10.1, Synergy_HSA=12.1. (4) Synergy scores: CSS=-7.75, Synergy_ZIP=6.71, Synergy_Bliss=8.46, Synergy_Loewe=-5.65, Synergy_HSA=-1.47. Drug 2: CC12CCC3C(C1CCC2OP(=O)(O)O)CCC4=C3C=CC(=C4)OC(=O)N(CCCl)CCCl.[Na+]. Cell line: HS 578T. Drug 1: C1CCN(CC1)CCOC2=CC=C(C=C2)C(=O)C3=C(SC4=C3C=CC(=C4)O)C5=CC=C(C=C5)O. (5) Drug 1: CN(C)N=NC1=C(NC=N1)C(=O)N. Drug 2: CS(=O)(=O)OCCCCOS(=O)(=O)C. Cell line: BT-549. Synergy scores: CSS=-5.23, Synergy_ZIP=-1.43, Synergy_Bliss=-2.06, Synergy_Loewe=-6.50, Synergy_HSA=-4.14.